From a dataset of Forward reaction prediction with 1.9M reactions from USPTO patents (1976-2016). Predict the product of the given reaction. (1) Given the reactants N12CCCN=C1CCC[CH2:3][CH2:2]2.[NH2:12][C:13]1[N:14]=[CH:15][C:16]([C:28]2[NH:32][N:31]=[C:30]([CH:33]3[CH2:38][CH2:37][N:36]([C:39]([O:41][C:42]([CH3:45])([CH3:44])[CH3:43])=[O:40])[CH2:35][CH2:34]3)[N:29]=2)=[N:17][C:18]=1[C:19]1[O:20][C:21]([C:24]([CH3:27])([CH3:26])[CH3:25])=[N:22][N:23]=1.ICC, predict the reaction product. The product is: [NH2:12][C:13]1[N:14]=[CH:15][C:16]([C:28]2[N:32]([CH2:2][CH3:3])[N:31]=[C:30]([CH:33]3[CH2:38][CH2:37][N:36]([C:39]([O:41][C:42]([CH3:45])([CH3:44])[CH3:43])=[O:40])[CH2:35][CH2:34]3)[N:29]=2)=[N:17][C:18]=1[C:19]1[O:20][C:21]([C:24]([CH3:26])([CH3:27])[CH3:25])=[N:22][N:23]=1. (2) Given the reactants Cl.[Cl:2][CH2:3][CH2:4][NH:5][CH2:6][CH2:7][Cl:8].[O:9]=[P:10](Cl)([Cl:12])[Cl:11], predict the reaction product. The product is: [Cl:2][CH2:3][CH2:4][N:5]([CH2:6][CH2:7][Cl:8])[P:10]([Cl:12])([Cl:11])=[O:9]. (3) Given the reactants [CH3:1][C:2]1[N:3]=[CH:4][N:5]([CH2:7][CH:8]([C:10]2[S:11][CH:12]=[CH:13][N:14]=2)[OH:9])[CH:6]=1.[F:15][C:16]1[CH:34]=[CH:33][C:19]([CH2:20][CH2:21][C:22]2[CH:31]=[CH:30][C:29](O)=[CH:28][C:23]=2[C:24]([O:26][CH3:27])=[O:25])=[CH:18][CH:17]=1.C1(P(C2C=CC=CC=2)C2C=CC=CC=2)C=CC=CC=1.CCOC(/N=N/C(OCC)=O)=O, predict the reaction product. The product is: [CH3:1][C:2]1[N:3]=[CH:4][N:5]([CH2:7][CH:8]([C:10]2[S:11][CH:12]=[CH:13][N:14]=2)[O:9][C:29]2[CH:30]=[CH:31][C:22]([CH2:21][CH2:20][C:19]3[CH:18]=[CH:17][C:16]([F:15])=[CH:34][CH:33]=3)=[C:23]([CH:28]=2)[C:24]([O:26][CH3:27])=[O:25])[CH:6]=1. (4) Given the reactants [CH3:1][C:2]1[CH:7]=[CH:6][CH:5]=[C:4]([CH3:8])[C:3]=1[C:9]1[C:14]2[CH2:15][CH:16]([CH2:18][N:19]=[N+]=[N-])[O:17][C:13]=2[CH:12]=[CH:11][CH:10]=1, predict the reaction product. The product is: [CH3:1][C:2]1[CH:7]=[CH:6][CH:5]=[C:4]([CH3:8])[C:3]=1[C:9]1[C:14]2[CH2:15][CH:16]([CH2:18][NH2:19])[O:17][C:13]=2[CH:12]=[CH:11][CH:10]=1. (5) Given the reactants I[CH:2]1[CH2:6][CH2:5][N:4]([C:7]([O:9][C:10]([CH3:13])([CH3:12])[CH3:11])=[O:8])[CH2:3]1.[Br:14][C:15]1[C:20]([F:21])=[CH:19][C:18]([N:22]2[C:31]3[C:26](=[CH:27][C:28]([S:32]([N:35]([C:45]4[CH:49]=[CH:48][O:47][N:46]=4)[CH2:36][C:37]4[CH:42]=[CH:41][C:40]([O:43][CH3:44])=[CH:39][CH:38]=4)(=[O:34])=[O:33])=[CH:29][CH:30]=3)[CH:25]=[CH:24][C:23]2=[O:50])=[C:17]([OH:51])[CH:16]=1.C(=O)([O-])[O-].[Cs+].[Cs+], predict the reaction product. The product is: [Br:14][C:15]1[C:20]([F:21])=[CH:19][C:18]([N:22]2[C:31]3[C:26](=[CH:27][C:28]([S:32](=[O:33])(=[O:34])[N:35]([C:45]4[CH:49]=[CH:48][O:47][N:46]=4)[CH2:36][C:37]4[CH:38]=[CH:39][C:40]([O:43][CH3:44])=[CH:41][CH:42]=4)=[CH:29][CH:30]=3)[CH:25]=[CH:24][C:23]2=[O:50])=[C:17]([CH:16]=1)[O:51][CH:2]1[CH2:6][CH2:5][N:4]([C:7]([O:9][C:10]([CH3:13])([CH3:12])[CH3:11])=[O:8])[CH2:3]1. (6) Given the reactants [CH:1]([C:3]1[C:4]([C:8]([O:10][CH2:11][CH3:12])=[O:9])=[N:5][NH:6][CH:7]=1)=[O:2].F[C:14]1[C:19]([F:20])=[CH:18][CH:17]=[CH:16][N:15]=1.C(=O)([O-])[O-].[K+].[K+].O, predict the reaction product. The product is: [F:20][C:19]1[C:14]([N:6]2[CH:7]=[C:3]([CH:1]=[O:2])[C:4]([C:8]([O:10][CH2:11][CH3:12])=[O:9])=[N:5]2)=[N:15][CH:16]=[CH:17][CH:18]=1.